This data is from Full USPTO retrosynthesis dataset with 1.9M reactions from patents (1976-2016). The task is: Predict the reactants needed to synthesize the given product. (1) Given the product [CH3:8][C@H:7]([C:4]1[CH:5]=[CH:6][N:2]([CH3:1])[N:3]=1)[OH:9], predict the reactants needed to synthesize it. The reactants are: [CH3:1][N:2]1[CH:6]=[CH:5][C:4]([C:7](=[O:9])[CH3:8])=[N:3]1.CO. (2) Given the product [N:1]1([C:6]2[CH:7]=[CH:8][C:9]([CH2:12][NH:13][C:24]3[C:25]([CH3:29])=[CH:26][N:27]=[C:22]([Cl:21])[N:23]=3)=[CH:10][CH:11]=2)[CH:5]=[CH:4][N:3]=[N:2]1, predict the reactants needed to synthesize it. The reactants are: [N:1]1([C:6]2[CH:11]=[CH:10][C:9]([CH2:12][NH2:13])=[CH:8][CH:7]=2)[CH:5]=[CH:4][N:3]=[N:2]1.C(O)(C(F)(F)F)=O.[Cl:21][C:22]1[N:27]=[C:26](Cl)[C:25]([CH3:29])=[CH:24][N:23]=1.C(N(CC)CC)C. (3) Given the product [CH:1]1([CH:4]([C:11]2[CH:16]=[CH:15][N:14]=[C:13]([O:17][CH2:18][CH:19]3[CH2:24][CH2:23][N:22]([C:25]4[C:30]([C:31]([OH:33])=[O:32])=[CH:29][N:28]=[C:27]([O:41][CH3:42])[N:26]=4)[CH2:21][CH2:20]3)[CH:12]=2)[CH2:5][C:6]([O:8][CH2:9][CH3:10])=[O:7])[CH2:3][CH2:2]1, predict the reactants needed to synthesize it. The reactants are: [CH:1]1([CH:4]([C:11]2[CH:16]=[CH:15][N:14]=[C:13]([O:17][CH2:18][CH:19]3[CH2:24][CH2:23][N:22]([C:25]4[C:30]([C:31]([O:33]CC5C=CC=CC=5)=[O:32])=[CH:29][N:28]=[C:27]([O:41][CH3:42])[N:26]=4)[CH2:21][CH2:20]3)[CH:12]=2)[CH2:5][C:6]([O:8][CH2:9][CH3:10])=[O:7])[CH2:3][CH2:2]1. (4) Given the product [C:19]1([C:5](=[O:7])[CH3:6])[C:20]2=[C:21]3[CH:12]([CH2:11][CH2:10][CH2:9]2)[CH2:13][CH2:14][CH2:15][C:16]3=[CH:17][CH:18]=1, predict the reactants needed to synthesize it. The reactants are: [Cl-].[Al+3].[Cl-].[Cl-].[C:5](Cl)(=[O:7])[CH3:6].[CH2:9]1[C:20]2=[C:21]3[C:16](=[CH:17][CH:18]=[CH:19]2)[CH2:15][CH2:14][CH2:13][CH:12]3[CH2:11][CH2:10]1.